This data is from Full USPTO retrosynthesis dataset with 1.9M reactions from patents (1976-2016). The task is: Predict the reactants needed to synthesize the given product. (1) Given the product [CH2:1]([O:3][C:4](=[O:21])[CH2:5][CH:6]([C:7]1[CH:12]=[CH:11][C:10]([O:13][CH2:23][C:24]2[CH:25]=[CH:26][C:27]([C:30]3[CH:35]=[C:34]([CH3:36])[CH:33]=[CH:32][C:31]=3[O:37][CH2:38][CH2:39][CH2:40][CH3:41])=[CH:28][CH:29]=2)=[CH:9][CH:8]=1)[C:14]1[CH:15]=[CH:16][C:17]([F:20])=[CH:18][CH:19]=1)[CH3:2], predict the reactants needed to synthesize it. The reactants are: [CH2:1]([O:3][C:4](=[O:21])[CH2:5][CH:6]([C:14]1[CH:19]=[CH:18][C:17]([F:20])=[CH:16][CH:15]=1)[C:7]1[CH:12]=[CH:11][C:10]([OH:13])=[CH:9][CH:8]=1)[CH3:2].Br[CH2:23][C:24]1[CH:29]=[CH:28][C:27]([C:30]2[CH:35]=[C:34]([CH3:36])[CH:33]=[CH:32][C:31]=2[O:37][CH2:38][CH2:39][CH2:40][CH3:41])=[CH:26][CH:25]=1.C(=O)([O-])[O-].[Cs+].[Cs+].Cl. (2) Given the product [O:14]=[C:10]1[CH:9]([C:6]2[CH:7]=[N:8][C:3]([C:2]([F:1])([F:15])[F:16])=[CH:4][CH:5]=2)[CH2:13][CH2:12][CH:11]1[C:25]([O:26][CH2:27][CH3:28])=[O:29], predict the reactants needed to synthesize it. The reactants are: [F:1][C:2]([F:16])([F:15])[C:3]1[N:8]=[CH:7][C:6]([CH:9]2[CH2:13][CH2:12][CH2:11][C:10]2=[O:14])=[CH:5][CH:4]=1.[Li+].CC([N-]C(C)C)C.[C:25](C#N)(=[O:29])[O:26][CH2:27][CH3:28]. (3) Given the product [Br:6][C:7]1[CH:8]=[CH:9][C:10]([CH2:4][CH3:5])=[C:11]([CH:16]=1)[C:12]([O:14][CH3:15])=[O:13], predict the reactants needed to synthesize it. The reactants are: C([Zn][CH2:4][CH3:5])C.[Br:6][C:7]1[CH:8]=[CH:9][C:10](I)=[C:11]([CH:16]=1)[C:12]([O:14][CH3:15])=[O:13]. (4) Given the product [CH3:35][O:34][C:32](=[O:33])[CH2:31][CH2:30][CH2:29][N:15]1[CH2:16][CH2:17][CH2:18][C@@H:14]1[CH2:13][O:12][C:11]1[CH:19]=[CH:20][C:8]([CH2:1][C:2]2[CH:3]=[CH:4][CH:5]=[CH:6][CH:7]=2)=[CH:9][CH:10]=1, predict the reactants needed to synthesize it. The reactants are: [CH2:1]([C:8]1[CH:20]=[CH:19][C:11]([O:12][CH2:13][C@H:14]2[CH2:18][CH2:17][CH2:16][NH:15]2)=[CH:10][CH:9]=1)[C:2]1[CH:7]=[CH:6][CH:5]=[CH:4][CH:3]=1.C(N(CC)CC)C.Br[CH2:29][CH2:30][CH2:31][C:32]([O:34][CH3:35])=[O:33].O. (5) Given the product [NH2:14][CH2:13][CH:10]1[CH2:11][CH2:12][N:8]([C:5]2[CH:6]=[CH:7][C:2]([Cl:1])=[CH:3][CH:4]=2)[C:9]1=[O:15], predict the reactants needed to synthesize it. The reactants are: [Cl:1][C:2]1[CH:7]=[CH:6][C:5]([N:8]2[CH2:12][CH2:11][CH:10]([C:13]#[N:14])[C:9]2=[O:15])=[CH:4][CH:3]=1. (6) Given the product [CH3:1][C:2]1[CH:3]=[CH:4][CH:5]=[C:6]2[C:11]=1[C:10]([CH2:12][N:13]1[C:17]3[CH:18]=[CH:19][CH:20]=[CH:21][C:16]=3[N:15]=[C:14]1[S:22][CH2:23][CH2:24][CH2:25][C:26]([OH:28])=[O:27])=[CH:9][CH:8]=[CH:7]2, predict the reactants needed to synthesize it. The reactants are: [CH3:1][C:2]1[CH:3]=[CH:4][CH:5]=[C:6]2[C:11]=1[C:10]([CH2:12][N:13]1[C:17]3[CH:18]=[CH:19][CH:20]=[CH:21][C:16]=3[N:15]=[C:14]1[S:22][CH2:23][CH2:24][CH2:25][C:26]([O:28]CC)=[O:27])=[CH:9][CH:8]=[CH:7]2.[OH-].[Na+].C(O)(=O)CC(CC(O)=O)(C(O)=O)O.